This data is from Catalyst prediction with 721,799 reactions and 888 catalyst types from USPTO. The task is: Predict which catalyst facilitates the given reaction. (1) Reactant: [F:1][CH2:2][CH2:3][N:4]1[C:16]2[CH2:15][CH2:14][CH2:13][CH:12]([C:17](Cl)=[O:18])[C:11]=2[C:10]2[C:5]1=[CH:6][CH:7]=[CH:8][C:9]=2[O:20][CH3:21].[CH3:22][NH:23][CH:24]([CH3:26])[CH3:25].Cl.C(Cl)Cl.O.C(Cl)Cl. Product: [CH3:22][N:23]([CH:24]([CH3:26])[CH3:25])[C:17]([C@@H:12]1[C:11]2[C:10]3[C:5](=[CH:6][CH:7]=[CH:8][C:9]=3[O:20][CH3:21])[N:4]([CH2:3][CH2:2][F:1])[C:16]=2[CH2:15][CH2:14][CH2:13]1)=[O:18]. The catalyst class is: 4. (2) Reactant: O1[C:5]2([CH2:10][CH2:9][CH:8]([C:11]3[N:12]=[CH:13][C:14]([NH2:17])=[N:15][CH:16]=3)[CH2:7][CH2:6]2)[O:4]CC1.C(#N)C.Cl.[OH-].[Na+]. Product: [NH2:17][C:14]1[N:15]=[CH:16][C:11]([CH:8]2[CH2:7][CH2:6][C:5](=[O:4])[CH2:10][CH2:9]2)=[N:12][CH:13]=1. The catalyst class is: 84. (3) Reactant: [CH3:1][O:2][C:3]1[CH:8]=[CH:7][C:6]([CH2:9][C:10]#N)=[CH:5][CH:4]=1.[CH3:12]I.Cl.C[N:16]([CH3:19])C=O. Product: [CH3:1][O:2][C:3]1[CH:8]=[CH:7][C:6]([C:9]([CH3:10])([CH3:12])[C:19]#[N:16])=[CH:5][CH:4]=1. The catalyst class is: 7. (4) Reactant: C([O:3][C:4](=[O:19])[CH2:5][CH2:6][CH2:7][C:8]1[CH:13]=[CH:12][C:11]([CH3:14])=[C:10]([N+:15]([O-:17])=[O:16])[C:9]=1[CH3:18])C.Cl. Product: [CH3:18][C:9]1[C:10]([N+:15]([O-:17])=[O:16])=[C:11]([CH3:14])[CH:12]=[CH:13][C:8]=1[CH2:7][CH2:6][CH2:5][C:4]([OH:19])=[O:3]. The catalyst class is: 500. (5) Reactant: [OH:1][CH:2]1[CH2:5][N:4]([C:6]2[S:7][CH:8]=[C:9]([C:11](=[O:18])[NH:12][C@H:13]([CH2:16][OH:17])[CH2:14][CH3:15])[N:10]=2)[CH2:3]1.[Si:19](Cl)([C:22]([CH3:25])([CH3:24])[CH3:23])([CH3:21])[CH3:20].N1C=CN=C1. Product: [Si:19]([O:17][CH2:16][C@@H:13]([NH:12][C:11]([C:9]1[N:10]=[C:6]([N:4]2[CH2:5][CH:2]([OH:1])[CH2:3]2)[S:7][CH:8]=1)=[O:18])[CH2:14][CH3:15])([C:22]([CH3:25])([CH3:24])[CH3:23])([CH3:21])[CH3:20]. The catalyst class is: 9.